Dataset: CYP1A2 inhibition data for predicting drug metabolism from PubChem BioAssay. Task: Regression/Classification. Given a drug SMILES string, predict its absorption, distribution, metabolism, or excretion properties. Task type varies by dataset: regression for continuous measurements (e.g., permeability, clearance, half-life) or binary classification for categorical outcomes (e.g., BBB penetration, CYP inhibition). Dataset: cyp1a2_veith. (1) The result is 0 (non-inhibitor). The compound is Cc1cc(F)ccc1S(=O)(=O)Nc1ccccc1C(=O)Nc1ccccc1N1CCOCC1. (2) The molecule is O=C(O)CCCCCn1c(SCC(=O)N2CCCC2)nc2ccsc2c1=O. The result is 0 (non-inhibitor). (3) The molecule is CCOC(=O)c1[nH]c2ccccc2c1NC(=O)c1nonc1C. The result is 1 (inhibitor). (4) The drug is Cc1ccc(NC(=O)c2cc(Cl)nc3ccccc23)cc1. The result is 1 (inhibitor). (5) The molecule is Clc1ccc(-c2nc3ncccn3c2Nc2ccc3c(c2)OCCO3)cc1. The result is 1 (inhibitor). (6) The molecule is COc1ccc(NC(=O)c2cc(-c3cccnc3)nc3ccc(C)cc23)cc1OC. The result is 0 (non-inhibitor). (7) The compound is Cc1cc(NC(=O)CSc2nc3ccsc3c(=O)n2CCCCC(=O)O)no1. The result is 0 (non-inhibitor). (8) The drug is CN(C)C(=O)Oc1cc(OC(=O)N(C)C)cc([C@@H](O)CNC(C)(C)C)c1. The result is 0 (non-inhibitor). (9) The drug is c1ccc(CNc2cc(-c3ccoc3)ncn2)cc1. The result is 1 (inhibitor). (10) The drug is CC1(C)C(=O)C(c2ccccc2)=C2CN3C(=O)N(CCc4ccccc4)C(=O)C3(Cc3ccc(C(F)(F)F)cc3)C=C21. The result is 0 (non-inhibitor).